From a dataset of Full USPTO retrosynthesis dataset with 1.9M reactions from patents (1976-2016). Predict the reactants needed to synthesize the given product. (1) Given the product [CH:5]12[O:7][CH:4]1[CH2:9][CH2:10][N:19]([C:12]([O:14][C:15]([CH3:18])([CH3:17])[CH3:16])=[O:13])[CH2:20]2, predict the reactants needed to synthesize it. The reactants are: ClC1C=[C:4]([CH:9]=[CH:10]C=1)[C:5]([O:7]O)=O.[C:12]([N:19]1CC=CC[CH2:20]1)([O:14][C:15]([CH3:18])([CH3:17])[CH3:16])=[O:13]. (2) Given the product [CH3:29][CH:30]([N:25]1[CH2:26][CH2:27][CH2:28][C@@H:23]([CH2:22][O:21][C:18]2[CH:19]=[CH:20][C:15]([N:12]3[CH2:13][CH2:14][N:9]([C:7]([C:1]4[CH:2]=[CH:3][CH:4]=[CH:5][CH:6]=4)=[O:8])[CH2:10][CH2:11]3)=[CH:16][CH:17]=2)[CH2:24]1)[CH3:32], predict the reactants needed to synthesize it. The reactants are: [C:1]1([C:7]([N:9]2[CH2:14][CH2:13][N:12]([C:15]3[CH:20]=[CH:19][C:18]([O:21][CH2:22][C@@H:23]4[CH2:28][CH2:27][CH2:26][NH:25][CH2:24]4)=[CH:17][CH:16]=3)[CH2:11][CH2:10]2)=[O:8])[CH:6]=[CH:5][CH:4]=[CH:3][CH:2]=1.[CH3:29][C:30]([CH3:32])=O. (3) Given the product [CH2:42]([NH:1][C:2]1[CH:3]=[CH:4][CH:5]=[C:6]2[C:11]=1[N:10]([CH2:12][C:13]1[CH:18]=[CH:17][CH:16]=[CH:15][N:14]=1)[C:9](=[O:19])[CH:8]([NH:20][C:21](=[O:41])[C@H:22]([NH:27][C:28](=[O:40])[C:29]([NH:32][C:33](=[O:39])[O:34][C:35]([CH3:38])([CH3:37])[CH3:36])([CH3:30])[CH3:31])[CH2:23][CH:24]([CH3:25])[CH3:26])[CH2:7]2)[CH3:43], predict the reactants needed to synthesize it. The reactants are: [NH2:1][C:2]1[CH:3]=[CH:4][CH:5]=[C:6]2[C:11]=1[N:10]([CH2:12][C:13]1[CH:18]=[CH:17][CH:16]=[CH:15][N:14]=1)[C:9](=[O:19])[CH:8]([NH:20][C:21](=[O:41])[C@H:22]([NH:27][C:28](=[O:40])[C:29]([NH:32][C:33](=[O:39])[O:34][C:35]([CH3:38])([CH3:37])[CH3:36])([CH3:31])[CH3:30])[CH2:23][CH:24]([CH3:26])[CH3:25])[CH2:7]2.[CH:42](=O)[CH3:43].C(#N)C.C([BH3-])#N.[Na+]. (4) Given the product [C:6]([N:8]1[CH2:12][CH2:11][CH2:10][C@H:9]1[CH2:13][O:14][S:27]([C:24]1[CH:25]=[CH:26][C:21]([CH3:31])=[CH:22][CH:23]=1)(=[O:29])=[O:28])([O:5][C:1]([CH3:4])([CH3:3])[CH3:2])=[O:7], predict the reactants needed to synthesize it. The reactants are: [C:1]([O:5][C:6]([N:8]1[CH2:12][CH2:11][CH2:10][C@H:9]1[CH2:13][OH:14])=[O:7])([CH3:4])([CH3:3])[CH3:2].N1C=CC=CC=1.[C:21]1([CH3:31])[CH:26]=[CH:25][C:24]([S:27](Cl)(=[O:29])=[O:28])=[CH:23][CH:22]=1. (5) The reactants are: O[C@H]([C@@H](N)CC1C=CC=CC=1)C[N:4]([CH2:6][C:7]1[CH:12]=[CH:11][C:10]([O:13]C)=[CH:9][CH:8]=1)[NH2:5].C(OC(N[C@H:30](C(O)=O)[CH:31]([CH3:33])[CH3:32])=O)C.C([O:39]P(C#N)(=O)OCC)C.C(N(CC)CC)C.CN([CH:57]=[O:58])C. Given the product [C:31]([O:39][C:57](=[O:58])[NH:5][NH:4][CH2:6][C:7]1[CH:8]=[CH:9][C:10]([OH:13])=[CH:11][CH:12]=1)([CH3:33])([CH3:32])[CH3:30], predict the reactants needed to synthesize it. (6) Given the product [CH2:1]([O:8][C:9]1[CH:10]=[C:11]([S:15]([NH:18][C:19]([C@@:21]2([NH:26][C:27]([C@H:29]3[CH2:33][CH2:32][N:31]([CH2:43][C:42]4[CH:41]=[C:40]([C:34]5[CH:39]=[CH:38][CH:37]=[CH:36][CH:35]=5)[CH:47]=[CH:46][CH:45]=4)[CH2:30]3)=[O:28])[CH2:23][C@H:22]2[CH:24]=[CH2:25])=[O:20])(=[O:17])=[O:16])[CH:12]=[CH:13][CH:14]=1)[C:2]1[CH:3]=[CH:4][CH:5]=[CH:6][CH:7]=1, predict the reactants needed to synthesize it. The reactants are: [CH2:1]([O:8][C:9]1[CH:10]=[C:11]([S:15]([NH:18][C:19]([C@@:21]2([NH:26][C:27]([C@H:29]3[CH2:33][CH2:32][NH:31][CH2:30]3)=[O:28])[CH2:23][C@H:22]2[CH:24]=[CH2:25])=[O:20])(=[O:17])=[O:16])[CH:12]=[CH:13][CH:14]=1)[C:2]1[CH:7]=[CH:6][CH:5]=[CH:4][CH:3]=1.[C:34]1([C:40]2[CH:41]=[C:42]([CH:45]=[CH:46][CH:47]=2)[CH2:43]Br)[CH:39]=[CH:38][CH:37]=[CH:36][CH:35]=1.C([O-])([O-])=O.[K+].[K+].